From a dataset of Reaction yield outcomes from USPTO patents with 853,638 reactions. Predict the reaction yield, written as a fraction of the theoretical maximum amount of product (1.0 means a 100% yield; for example, 0.34 means a 34% yield). (1) The reactants are Cl[C:2]1[N:3]=[C:4]([NH:18][CH3:19])[C:5]2[N:6]=[C:7]([NH:14][CH2:15][CH2:16][CH3:17])[N:8]=[C:9]([NH:12][CH3:13])[C:10]=2[N:11]=1.[OH:20][CH2:21][CH2:22][NH:23][CH2:24][CH2:25][OH:26]. The catalyst is C(O)CCC. The product is [CH3:19][NH:18][C:4]1[C:5]2[N:6]=[C:7]([NH:14][CH2:15][CH2:16][CH3:17])[N:8]=[C:9]([NH:12][CH3:13])[C:10]=2[N:11]=[C:2]([N:23]([CH2:24][CH2:25][OH:26])[CH2:22][CH2:21][OH:20])[N:3]=1. The yield is 0.630. (2) The reactants are C(N(CC)C(C)C)(C)C.[F:10][C:11]1[CH:19]=[C:18]2[C:14]([C:15]([C:21]3[N:22]=[C:23]4[C:29]([C:30](O)=[O:31])=[CH:28][N:27]([CH2:33][O:34][CH2:35][CH2:36][Si:37]([CH3:40])([CH3:39])[CH3:38])[C:24]4=[N:25][CH:26]=3)=[N:16][N:17]2[CH3:20])=[CH:13][CH:12]=1.CN(C(ON1N=NC2C=CC=NC1=2)=[N+](C)C)C.F[P-](F)(F)(F)(F)F.O.FC(F)(F)C(O)=O.[F:73][C:74]([F:79])([CH3:78])[C@H:75]([NH2:77])[CH3:76]. The catalyst is CN(C=O)C. The product is [F:73][C:74]([F:79])([CH3:78])[C@H:75]([NH:77][C:30]([C:29]1[C:23]2[C:24](=[N:25][CH:26]=[C:21]([C:15]3[C:14]4[C:18](=[CH:19][C:11]([F:10])=[CH:12][CH:13]=4)[N:17]([CH3:20])[N:16]=3)[N:22]=2)[N:27]([CH2:33][O:34][CH2:35][CH2:36][Si:37]([CH3:40])([CH3:39])[CH3:38])[CH:28]=1)=[O:31])[CH3:76]. The yield is 0.810. (3) The reactants are [S:1]1[C:5]2[CH2:6][CH2:7][CH2:8][C:9](=[O:10])[C:4]=2[CH:3]=[CH:2]1.C(B(CC)CC)C.I[CH2:19][CH2:20][CH3:21].[OH-].[Na+].OO. The catalyst is O1CCCC1. The product is [CH2:19]([CH:8]1[C:9](=[O:10])[C:4]2[CH:3]=[CH:2][S:1][C:5]=2[CH2:6][CH2:7]1)[CH2:20][CH3:21]. The yield is 0.800. (4) The reactants are C([O:8][C:9]1[CH:18]=[C:17]2[N:11]([CH2:12][CH2:13][CH2:14][N:15]([C:19]([C:21]3[CH:26]=[CH:25][C:24]([F:27])=[CH:23][CH:22]=3)=[O:20])[CH2:16]2)[N:10]=1)C1C=CC=CC=1. The catalyst is CCOC(C)=O.CN(C=O)C.[OH-].[OH-].[Pd+2]. The product is [F:27][C:24]1[CH:25]=[CH:26][C:21]([C:19]([N:15]2[CH2:14][CH2:13][CH2:12][N:11]3[C:17](=[CH:18][C:9]([OH:8])=[N:10]3)[CH2:16]2)=[O:20])=[CH:22][CH:23]=1. The yield is 0.930. (5) The reactants are [Cl:1][C:2]1[N:7]=[C:6]2[CH:8]=[C:9]([C:11]([O:13]C)=[O:12])[S:10][C:5]2=[N:4][CH:3]=1.[OH-].[Na+]. The catalyst is C1COCC1.C(O)C.Cl. The product is [Cl:1][C:2]1[N:7]=[C:6]2[CH:8]=[C:9]([C:11]([OH:13])=[O:12])[S:10][C:5]2=[N:4][CH:3]=1. The yield is 0.890. (6) The reactants are [CH3:1][O:2][C:3]([C:5]1[CH:13]=[C:12]2[C:8]([C:9]([CH:15]3[CH2:20][CH2:19][CH2:18][CH2:17][CH2:16]3)=[C:10](Br)[NH:11]2)=[CH:7][CH:6]=1)=[O:4].N1[C:29]2[C:24](=[CH:25][CH:26]=[C:27]([C:30](OC)=[O:31])[CH:28]=2)C=C1.OCC1C=CC=CC=1B(O)O.C([O-])([O-])=O.[Na+].[Na+]. The catalyst is CCOC(C)=O.Cl[Pd](Cl)([P](C1C=CC=CC=1)(C1C=CC=CC=1)C1C=CC=CC=1)[P](C1C=CC=CC=1)(C1C=CC=CC=1)C1C=CC=CC=1.O1CCOCC1. The product is [CH:15]1([C:9]2[C:8]3[C:12](=[CH:13][C:5]([C:3]([O:2][CH3:1])=[O:4])=[CH:6][CH:7]=3)[NH:11][C:10]=2[C:26]2[CH:25]=[CH:24][CH:29]=[CH:28][C:27]=2[CH2:30][OH:31])[CH2:20][CH2:19][CH2:18][CH2:17][CH2:16]1. The yield is 0.950.